This data is from Experimentally validated miRNA-target interactions with 360,000+ pairs, plus equal number of negative samples. The task is: Binary Classification. Given a miRNA mature sequence and a target amino acid sequence, predict their likelihood of interaction. (1) The miRNA is hsa-miR-135a-3p with sequence UAUAGGGAUUGGAGCCGUGGCG. The protein sequence of the target gene is MYEGKHIHFSEVDNKPLCSYSPKLCKQRRLNGYAFCIRHVLEDKTAPFKQCEYVAKYNSQRCTNPIPKSEDRRYCNSHLQVLGFIPKKERKKKNDPIDEVKVRHQMDTMAFSLTVPTLALKMPNGLDGMSLSPPGARVPLHYLETELEDPFAFNEEDDDLKKGATVRKKLQSKLAQNRQRQRETEILKVRQEHFSPPPAPSQQQPPQQHSHLSPLSTSLKPPAPPQGSVCKSPQPQNTSLPMQGVAPTTHTIAQARQLSHKRPLPLLPSSRAPTVDPPRTDRILMKATAFSPHFSCISRL.... Result: 1 (interaction). (2) The protein sequence of the target gene is MDLLRLSRLFSGPRPIGLSVLQHLDLVGSTRWTGGREGPARLRAAFCGSSSPLPLGSGNQKEMSSLCSDSSKLSTVAPQEEAEEESFGSLSGKFSSRRIFHKSTAQLYNLQLKEQGGEEEELEPRPWRGRRNTQYWYFFQCKRLIKEGKLAEALDLFERQMLKEERLQPLECNYTVLIGGCGRVGYLKKAFRLFNDMKKRDLEPSDATYTALFNVCAESPWKDSALQSALKLRQQLQARNFQLNLKTYHALLKVAAKCADLRLCLDVFKEIIQRGHAVTEETFCFLLVGCIQDKKTGFRQ.... The miRNA is mmu-miR-9-5p with sequence UCUUUGGUUAUCUAGCUGUAUGA. Result: 1 (interaction). (3) The miRNA is hsa-miR-548s with sequence AUGGCCAAAACUGCAGUUAUUUU. The protein sequence of the target gene is MAKEEPQSISRDLQELQKKLSLLIDSFQNNSKVVAFMKSPVGQYLDSHPFLAFTLLVFIVMSAVPVGFFLLIVVLTTLAALLGVIILEGLVISVGGFSLLCILCGLGFVSLAMSGMMIASYVVVSSLISCWFSPRPLTQQNTSCDFLPAMKSAEFEGLYQE. Result: 0 (no interaction).